Dataset: Full USPTO retrosynthesis dataset with 1.9M reactions from patents (1976-2016). Task: Predict the reactants needed to synthesize the given product. (1) Given the product [CH2:1]([O:3][C:4]1[CH:37]=[C:36]([F:38])[C:7]([CH2:8][N:9]2[C:17]3[C:12](=[CH:13][CH:14]=[CH:15][CH:16]=3)[C:11]([C:18]3[N:23]=[C:22]([NH:24][C:25]4[CH:33]=[CH:32][CH:31]=[CH:30][C:26]=4[C:27]([NH2:44])=[O:28])[C:21]([O:34][CH3:35])=[CH:20][N:19]=3)=[N:10]2)=[C:6]([F:39])[CH:5]=1)[CH3:2], predict the reactants needed to synthesize it. The reactants are: [CH2:1]([O:3][C:4]1[CH:37]=[C:36]([F:38])[C:7]([CH2:8][N:9]2[C:17]3[C:12](=[CH:13][CH:14]=[CH:15][CH:16]=3)[C:11]([C:18]3[N:23]=[C:22]([NH:24][C:25]4[CH:33]=[CH:32][CH:31]=[CH:30][C:26]=4[C:27](O)=[O:28])[C:21]([O:34][CH3:35])=[CH:20][N:19]=3)=[N:10]2)=[C:6]([F:39])[CH:5]=1)[CH3:2].N.C([N:44](CC)C(C)C)(C)C.F[P-](F)(F)(F)(F)F.N1(O[P+](N2CCCC2)(N2CCCC2)N2CCCC2)C2C=CC=CC=2N=N1. (2) Given the product [Si:24]([O:23][C@H:9]1[C@H:8]([CH2:7][CH2:6][CH:5]([OH:4])[CH2:41][CH2:42][CH2:44][CH3:45])[C@H:12]2[CH2:13][C:14]3[C:19]([CH2:20][C@H:11]2[CH2:10]1)=[C:18]([O:21][CH3:22])[CH:17]=[CH:16][CH:15]=3)([C:37]([CH3:38])([CH3:40])[CH3:39])([C:25]1[CH:26]=[CH:27][CH:28]=[CH:29][CH:30]=1)[C:31]1[CH:36]=[CH:35][CH:34]=[CH:33][CH:32]=1, predict the reactants needed to synthesize it. The reactants are: C([O:4][C@@H:5]([CH2:41][CH2:42]C)[CH2:6][CH2:7][C@@H:8]1[C@H:12]2[CH2:13][C:14]3[C:19]([CH2:20][C@H:11]2[CH2:10][C@H:9]1[O:23][Si:24]([C:37]([CH3:40])([CH3:39])[CH3:38])([C:31]1[CH:36]=[CH:35][CH:34]=[CH:33][CH:32]=1)[C:25]1[CH:30]=[CH:29][CH:28]=[CH:27][CH:26]=1)=[C:18]([O:21][CH3:22])[CH:17]=[CH:16][CH:15]=3)(=O)C.[CH3:44][CH2:45]OC(C)=O.CCCCCCC. (3) Given the product [Cl:25][C:23]1[CH:22]=[N:21][C:5]2=[N:6][C:7]([N:8]3[CH2:13][CH2:12][N:11]([C:14]([O:16][C:17]([CH3:20])([CH3:19])[CH3:18])=[O:15])[CH2:10][CH2:9]3)=[C:2]([NH:31][CH2:30][CH:29]([O:32][CH2:33][CH3:34])[O:28][CH2:26][CH3:27])[N:3]=[C:4]2[CH:24]=1, predict the reactants needed to synthesize it. The reactants are: Cl[C:2]1[N:3]=[C:4]2[CH:24]=[C:23]([Cl:25])[CH:22]=[N:21][C:5]2=[N:6][C:7]=1[N:8]1[CH2:13][CH2:12][N:11]([C:14]([O:16][C:17]([CH3:20])([CH3:19])[CH3:18])=[O:15])[CH2:10][CH2:9]1.[CH2:26]([O:28][CH:29]([O:32][CH2:33][CH3:34])[CH2:30][NH2:31])[CH3:27]. (4) The reactants are: [F:1][C:2]1[CH:3]=[C:4]([CH:8]=[CH:9][C:10]=1[N+:11]([O-:13])=[O:12])[C:5](O)=[O:6].C[N:15]1CCOCC1.ClC(OCC(C)C)=O.N. Given the product [F:1][C:2]1[CH:3]=[C:4]([CH:8]=[CH:9][C:10]=1[N+:11]([O-:13])=[O:12])[C:5]([NH2:15])=[O:6], predict the reactants needed to synthesize it.